Task: Predict the reactants needed to synthesize the given product.. Dataset: Full USPTO retrosynthesis dataset with 1.9M reactions from patents (1976-2016) (1) Given the product [CH2:8]([O:15][C:16]1[CH:21]=[CH:20][C:19]([C:22]2[N:26]([C:27]3[CH:32]=[CH:31][C:30]([O:33][CH3:34])=[CH:29][CH:28]=3)[N:25]=[C:24]([N:3]([CH3:1])[CH3:4])[CH:23]=2)=[CH:18][CH:17]=1)[C:9]1[CH:14]=[CH:13][CH:12]=[CH:11][CH:10]=1, predict the reactants needed to synthesize it. The reactants are: [CH:1]([NH2:3])=O.[C:4]([BH3-])#N.[Na+].[CH2:8]([O:15][C:16]1[CH:21]=[CH:20][C:19]([C:22]2[N:26]([C:27]3[CH:32]=[CH:31][C:30]([O:33][CH3:34])=[CH:29][CH:28]=3)[N:25]=[C:24](N)[CH:23]=2)=[CH:18][CH:17]=1)[C:9]1[CH:14]=[CH:13][CH:12]=[CH:11][CH:10]=1. (2) Given the product [Cl:23][C:20]1[CH:21]=[CH:22][C:17]([CH:13]2[CH2:14][CH2:15][CH2:16][N:12]2[C:4]2[N:3]=[C:2]([NH:24][C:25]3[S:26][C:27]([C:30]#[N:31])=[CH:28][N:29]=3)[C:7]([CH:8]3[CH2:10][CH2:9]3)=[N:6][C:5]=2[CH3:11])=[CH:18][CH:19]=1, predict the reactants needed to synthesize it. The reactants are: Cl[C:2]1[C:7]([CH:8]2[CH2:10][CH2:9]2)=[N:6][C:5]([CH3:11])=[C:4]([N:12]2[CH2:16][CH2:15][CH2:14][CH:13]2[C:17]2[CH:22]=[CH:21][C:20]([Cl:23])=[CH:19][CH:18]=2)[N:3]=1.[NH2:24][C:25]1[S:26][C:27]([C:30]#[N:31])=[CH:28][N:29]=1.CC(C1C=C(C(C)C)C(C2C(P(C(C)(C)C)C(C)(C)C)=CC=CC=2)=C(C(C)C)C=1)C.P([O-])([O-])([O-])=O.[K+].[K+].[K+]. (3) Given the product [CH:26]1[C:25]([C@H:3]2[CH2:1][O:4][C:5]3[CH:6]=[C:48]([OH:47])[CH:49]=[CH:50][C:7]=3[CH2:37]2)=[CH:24][CH:23]=[C:32]([OH:34])[CH:21]=1, predict the reactants needed to synthesize it. The reactants are: [CH:1]([O:4][CH:5]([CH3:7])[CH3:6])([CH3:3])C.[C:25]1(P([C:21]2[CH:26]=[CH:25][CH:24]=[CH:23]C=2)[C:25]2[CH:26]=[CH:21]C=[CH:23][CH:24]=2)[CH:26]=[CH:21]C=[CH:23][CH:24]=1.N([C:32]([O-:34])=O)=NC([O-])=O.N(C(OCC)=O)=N[C:37](OCC)=O.[O:47]1C[CH2:50][CH2:49][CH2:48]1. (4) Given the product [CH2:13]([C:16]([CH2:11][N:8]1[CH:9]=[CH:10][C:6]([C:2]([CH3:5])([CH3:4])[CH3:3])=[N:7]1)([C:19]#[N:20])[C:17]#[N:18])[CH:14]=[CH2:15], predict the reactants needed to synthesize it. The reactants are: Cl.[C:2]([C:6]1[CH:10]=[CH:9][N:8]([CH2:11]Cl)[N:7]=1)([CH3:5])([CH3:4])[CH3:3].[CH2:13]([CH:16]([C:19]#[N:20])[C:17]#[N:18])[CH:14]=[CH2:15].C(=O)([O-])[O-].[K+].[K+].O. (5) The reactants are: C([O:8][CH2:9][C@H:10]([CH3:28])[O:11][C:12]1[CH:13]=[C:14]([N:18]2[C:22]([NH2:23])=[CH:21][C:20]([C:24]([CH3:27])([CH3:26])[CH3:25])=[N:19]2)[CH:15]=[CH:16][CH:17]=1)C1C=CC=CC=1.N#N.C([O-])=O.[NH4+]. Given the product [NH2:23][C:22]1[N:18]([C:14]2[CH:13]=[C:12]([CH:17]=[CH:16][CH:15]=2)[O:11][C@@H:10]([CH3:28])[CH2:9][OH:8])[N:19]=[C:20]([C:24]([CH3:25])([CH3:27])[CH3:26])[CH:21]=1, predict the reactants needed to synthesize it. (6) Given the product [C:42]([O:45][CH2:46][O:26][C:25](=[O:27])[C@H:24]([OH:28])[CH2:23][C@H:22]([NH:29][C:30]([C:32]1[CH:41]=[CH:40][C:35]2[N:36]=[N:37][N:38]([O:39][CH2:1][O:58][C:52](=[O:53])[CH3:54])[C:34]=2[CH:33]=1)=[O:31])[CH2:21][C:18]1[CH:17]=[CH:16][C:15]([C:11]2[CH:12]=[CH:13][CH:14]=[C:9]([Cl:8])[CH:10]=2)=[CH:20][CH:19]=1)(=[O:44])[CH3:43], predict the reactants needed to synthesize it. The reactants are: [CH3:1]CN(CC)CC.[Cl:8][C:9]1[CH:10]=[C:11]([C:15]2[CH:20]=[CH:19][C:18]([CH2:21][C@@H:22]([NH:29][C:30]([C:32]3[CH:41]=[CH:40][C:35]4[N:36]=[N:37][N:38]([OH:39])[C:34]=4[CH:33]=3)=[O:31])[CH2:23][C@@H:24]([OH:28])[C:25]([OH:27])=[O:26])=[CH:17][CH:16]=2)[CH:12]=[CH:13][CH:14]=1.[C:42]([O:45][CH2:46]Br)(=[O:44])[CH3:43].CC(C)=O.[C:52]([OH:58])([C:54](F)(F)F)=[O:53].C(Cl)Cl.